From a dataset of Forward reaction prediction with 1.9M reactions from USPTO patents (1976-2016). Predict the product of the given reaction. (1) Given the reactants [CH:1]1([C:4]2[N:5]=[CH:6][C:7]([C:15]([OH:17])=O)=[N:8][C:9]=2[O:10][CH2:11][CH:12]2[CH2:14][CH2:13]2)[CH2:3][CH2:2]1.[NH2:18][C@@H:19]([C:24]([CH3:27])([CH3:26])[CH3:25])[C:20]([NH:22][CH3:23])=[O:21], predict the reaction product. The product is: [CH3:25][C:24]([CH3:27])([CH3:26])[C@H:19]([NH:18][C:15]([C:7]1[CH:6]=[N:5][C:4]([CH:1]2[CH2:2][CH2:3]2)=[C:9]([O:10][CH2:11][CH:12]2[CH2:13][CH2:14]2)[N:8]=1)=[O:17])[C:20](=[O:21])[NH:22][CH3:23]. (2) Given the reactants [CH2:1]([N:8]([CH2:19][C:20]1[CH:36]=[CH:35][C:23]([C:24]([NH:26]CC2C=CC=C(Cl)C=2)=[O:25])=[CH:22][CH:21]=1)[S:9]([C:12]1[CH:17]=[CH:16][C:15]([Cl:18])=[CH:14][CH:13]=1)(=[O:11])=[O:10])[C:2]1[CH:7]=[CH:6][CH:5]=[CH:4][CH:3]=1.[Cl:37][C:38]1[CH:39]=[C:40]([S:44](N)(=[O:46])=[O:45])[CH:41]=[CH:42][CH:43]=1, predict the reaction product. The product is: [Cl:37][C:38]1[CH:39]=[C:40]([S:44]([NH:26][C:24](=[O:25])[C:23]2[CH:35]=[CH:36][C:20]([CH2:19][N:8]([CH2:1][C:2]3[CH:3]=[CH:4][CH:5]=[CH:6][CH:7]=3)[S:9]([C:12]3[CH:17]=[CH:16][C:15]([Cl:18])=[CH:14][CH:13]=3)(=[O:10])=[O:11])=[CH:21][CH:22]=2)(=[O:46])=[O:45])[CH:41]=[CH:42][CH:43]=1. (3) Given the reactants [F:1][C:2]1[CH:7]=[CH:6][C:5]([C:8]2[O:9][C:10]([CH3:19])=[C:11]([CH2:13][C:14]([O:16]CC)=[O:15])[N:12]=2)=[CH:4][CH:3]=1.[OH-].[Na+], predict the reaction product. The product is: [F:1][C:2]1[CH:3]=[CH:4][C:5]([C:8]2[O:9][C:10]([CH3:19])=[C:11]([CH2:13][C:14]([OH:16])=[O:15])[N:12]=2)=[CH:6][CH:7]=1. (4) Given the reactants C([O:3][C:4]([C:6]1[NH:7][C:8]2[C:13]([C:14]=1[CH2:15][CH2:16][CH2:17]OS(C1C=CC(C)=CC=1)(=O)=O)=[CH:12][CH:11]=[CH:10][C:9]=2[C:29]1[CH:34]=[CH:33][C:32]([C:35]([O:37]C)=[O:36])=[CH:31][C:30]=1[CH3:39])=[O:5])C.[Cl:40][C:41]1[CH:46]=[C:45]([Cl:47])[C:44]([Cl:48])=[CH:43][C:42]=1[OH:49].C([O-])([O-])=O.[Cs+].[Cs+], predict the reaction product. The product is: [C:35]([C:32]1[CH:33]=[CH:34][C:29]([C:9]2[CH:10]=[CH:11][CH:12]=[C:13]3[C:8]=2[NH:7][C:6]([C:4]([OH:5])=[O:3])=[C:14]3[CH2:15][CH2:16][CH2:17][O:49][C:42]2[CH:43]=[C:44]([Cl:48])[C:45]([Cl:47])=[CH:46][C:41]=2[Cl:40])=[C:30]([CH3:39])[CH:31]=1)([OH:37])=[O:36].